From a dataset of Forward reaction prediction with 1.9M reactions from USPTO patents (1976-2016). Predict the product of the given reaction. (1) Given the reactants C1C2C(=CC=CC=2)CCC1.[C:11]1([C:17]2[CH:22]=[CH:21][CH:20]=[CH:19][C:18]=2S)[CH:16]=[CH:15][CH:14]=[CH:13][CH:12]=1, predict the reaction product. The product is: [C:11]1([C:17]2[CH:18]=[CH:19][CH:20]=[CH:21][CH:22]=2)[CH:16]=[CH:15][CH:14]=[CH:13][CH:12]=1. (2) Given the reactants Cl[C:2]1[CH:7]=[C:6]([Cl:8])[N:5]=[C:4]([S:9][CH2:10][C:11]2[CH:16]=[CH:15][CH:14]=[C:13]([F:17])[C:12]=2[F:18])[N:3]=1.[CH3:19][C:20]([CH3:23])([O-:22])[CH3:21].[K+], predict the reaction product. The product is: [Cl:8][C:6]1[CH:7]=[C:2]([O:22][C:20]([CH3:23])([CH3:21])[CH3:19])[N:3]=[C:4]([S:9][CH2:10][C:11]2[CH:16]=[CH:15][CH:14]=[C:13]([F:17])[C:12]=2[F:18])[N:5]=1. (3) Given the reactants [CH3:1][N:2]1[C:10]([CH2:11]O)=[N:9][C:8]2[C:3]1=[N:4][C:5]([N:19]1[C:23]3[CH:24]=[CH:25][CH:26]=[CH:27][C:22]=3[N:21]=[C:20]1[CH3:28])=[N:6][C:7]=2[N:13]1[CH2:18][CH2:17][O:16][CH2:15][CH2:14]1.P(Br)(Br)[Br:30], predict the reaction product. The product is: [Br:30][CH2:11][C:10]1[N:2]([CH3:1])[C:3]2[C:8]([N:9]=1)=[C:7]([N:13]1[CH2:18][CH2:17][O:16][CH2:15][CH2:14]1)[N:6]=[C:5]([N:19]1[C:23]3[CH:24]=[CH:25][CH:26]=[CH:27][C:22]=3[N:21]=[C:20]1[CH3:28])[N:4]=2. (4) Given the reactants [O:1]1[CH2:6][CH2:5][N:4]([C:7](=[O:27])[CH2:8][CH2:9][CH2:10][CH2:11][NH:12][C:13]2[CH:18]=[CH:17][C:16]([CH2:19][CH:20]([O:24][CH2:25][CH3:26])[C:21]([OH:23])=[O:22])=[CH:15][CH:14]=2)[C:3]2[CH:28]=[CH:29][CH:30]=[CH:31][C:2]1=2.[NH2:32][C@H:33]([C:41]([OH:43])=[O:42])[CH2:34][CH2:35][CH2:36][NH:37][C:38](=[NH:40])[NH2:39], predict the reaction product. The product is: [NH2:32][C@H:33]([C:41]([OH:43])=[O:42])[CH2:34][CH2:35][CH2:36][NH:37][C:38](=[NH:39])[NH2:40].[O:1]1[CH2:6][CH2:5][N:4]([C:7](=[O:27])[CH2:8][CH2:9][CH2:10][CH2:11][NH:12][C:13]2[CH:18]=[CH:17][C:16]([CH2:19][CH:20]([O:24][CH2:25][CH3:26])[C:21]([OH:23])=[O:22])=[CH:15][CH:14]=2)[C:3]2[CH:28]=[CH:29][CH:30]=[CH:31][C:2]1=2. (5) The product is: [Cl:19][CH2:20][S:21]([NH:2][CH2:3][C:4]([C:6]1[CH:11]=[CH:10][CH:9]=[CH:8][CH:7]=1)=[O:5])(=[O:23])=[O:22]. Given the reactants Cl.[NH2:2][CH2:3][C:4]([C:6]1[CH:11]=[CH:10][CH:9]=[CH:8][CH:7]=1)=[O:5].C(N(CC)CC)C.[Cl:19][CH2:20][S:21](Cl)(=[O:23])=[O:22].Cl, predict the reaction product. (6) The product is: [C:17]([O:20][C:21](=[O:22])[NH:15][CH2:14][CH2:13][C:8]1[C:7]2[C:11](=[CH:12][C:4]([N+:1]([O-:3])=[O:2])=[CH:5][CH:6]=2)[NH:10][CH:9]=1)([CH3:19])([CH3:18])[CH3:16]. Given the reactants [N+:1]([C:4]1[CH:12]=[C:11]2[C:7]([C:8]([CH2:13][C:14]#[N:15])=[CH:9][NH:10]2)=[CH:6][CH:5]=1)([O-:3])=[O:2].[CH3:16][C:17]([O:20][C:21](O[C:21]([O:20][C:17]([CH3:19])([CH3:18])[CH3:16])=[O:22])=[O:22])([CH3:19])[CH3:18].CCN(CC)CC, predict the reaction product.